From a dataset of Full USPTO retrosynthesis dataset with 1.9M reactions from patents (1976-2016). Predict the reactants needed to synthesize the given product. (1) Given the product [C:30]([CH2:29][C:8](=[P:7]([C:22]1[CH:27]=[CH:26][CH:25]=[CH:24][CH:23]=1)([C:1]1[CH:2]=[CH:3][CH:4]=[CH:5][CH:6]=1)[C:16]1[CH:17]=[CH:18][CH:19]=[CH:20][CH:21]=1)[C:9]([O:11][C:12]([CH3:13])([CH3:14])[CH3:15])=[O:10])#[N:31], predict the reactants needed to synthesize it. The reactants are: [C:1]1([P:7]([C:22]2[CH:27]=[CH:26][CH:25]=[CH:24][CH:23]=2)([C:16]2[CH:21]=[CH:20][CH:19]=[CH:18][CH:17]=2)=[CH:8][C:9]([O:11][C:12]([CH3:15])([CH3:14])[CH3:13])=[O:10])[CH:6]=[CH:5][CH:4]=[CH:3][CH:2]=1.Br[CH2:29][C:30]#[N:31]. (2) Given the product [F:26][C:22]1[C:5]2[N:6]=[C:7]([NH:9][C:10]([C:12]3[N:13]=[CH:14][C:15]4[C:20]([CH:21]=3)=[CH:19][CH:18]=[CH:17][CH:16]=4)=[O:11])[NH:8][C:4]=2[C:3]([C:27](=[O:28])[NH:68][C:69]2[NH:70][CH:71]=[CH:72][N:73]=2)=[C:2]([F:1])[C:23]=1[O:24][CH3:25], predict the reactants needed to synthesize it. The reactants are: [F:1][C:2]1[C:23]([O:24][CH3:25])=[C:22]([F:26])[C:5]2[N:6]=[C:7]([NH:9][C:10]([C:12]3[N:13]=[CH:14][C:15]4[C:20]([CH:21]=3)=[CH:19][CH:18]=[CH:17][CH:16]=4)=[O:11])[NH:8][C:4]=2[C:3]=1[C:27](O)=[O:28].CN(C(ON1N=NC2C=CC=CC1=2)=[N+](C)C)C.F[P-](F)(F)(F)(F)F.CCN(C(C)C)C(C)C.S(O)(O)(=O)=O.[NH2:68][C:69]1[NH:70][CH:71]=[CH:72][N:73]=1. (3) Given the product [CH3:1][O:2][C:3]1[CH:19]=[CH:18][C:6]([CH2:7][N:8]2[C:16]3[C:11](=[CH:12][CH:13]=[C:14]([N:25]4[CH2:24][CH2:23][N:22]5[CH2:26][CH2:27][CH2:28][CH:21]5[CH2:20]4)[CH:15]=3)[CH:10]=[N:9]2)=[CH:5][CH:4]=1, predict the reactants needed to synthesize it. The reactants are: [CH3:1][O:2][C:3]1[CH:19]=[CH:18][C:6]([CH2:7][N:8]2[C:16]3[C:11](=[CH:12][CH:13]=[C:14](Br)[CH:15]=3)[CH:10]=[N:9]2)=[CH:5][CH:4]=1.[CH2:20]1[NH:25][CH2:24][CH2:23][N:22]2[CH2:26][CH2:27][CH2:28][CH:21]12.C([O-])([O-])=O.[Cs+].[Cs+].C1C=CC(P(C2C(C3C(P(C4C=CC=CC=4)C4C=CC=CC=4)=CC=C4C=3C=CC=C4)=C3C(C=CC=C3)=CC=2)C2C=CC=CC=2)=CC=1.